This data is from Reaction yield outcomes from USPTO patents with 853,638 reactions. The task is: Predict the reaction yield, written as a fraction of the theoretical maximum amount of product (1.0 means a 100% yield; for example, 0.34 means a 34% yield). (1) The reactants are [NH2:1][C:2]1[CH:3]=[C:4]([CH2:8][CH2:9][NH:10][C:11](=[O:18])[CH2:12][CH2:13][CH2:14][CH2:15][CH2:16][CH3:17])[CH:5]=[CH:6][CH:7]=1.C(=O)([O-])[O-].[Cs+].[Cs+].[C:25]([O:29][C:30](=[O:35])[C:31](Br)([CH3:33])[CH3:32])([CH3:28])([CH3:27])[CH3:26].CN(C)C=O. The catalyst is CCOCC. The product is [C:25]([O:29][C:30](=[O:35])[C:31]([NH:1][C:2]1[CH:7]=[CH:6][CH:5]=[C:4]([CH2:8][CH2:9][NH:10][C:11](=[O:18])[CH2:12][CH2:13][CH2:14][CH2:15][CH2:16][CH3:17])[CH:3]=1)([CH3:33])[CH3:32])([CH3:28])([CH3:27])[CH3:26]. The yield is 0.460. (2) The reactants are [O:1]1[CH:5]=[CH:4][CH:3]=[C:2]1[C:6]1[N:7]=[C:8]([NH:19][C:20]([C:22]2[CH:27]=[CH:26][N:25]=[C:24]([O:28]CC3C=CC(OC)=CC=3)[CH:23]=2)=[O:21])[S:9][C:10]=1[C:11]([C:13]1[CH:18]=[CH:17][CH:16]=[CH:15][N:14]=1)=[O:12]. The catalyst is FC(F)(F)C(O)=O. The product is [O:1]1[CH:5]=[CH:4][CH:3]=[C:2]1[C:6]1[N:7]=[C:8]([NH:19][C:20]([C:22]2[CH:27]=[CH:26][NH:25][C:24](=[O:28])[CH:23]=2)=[O:21])[S:9][C:10]=1[C:11]([C:13]1[CH:18]=[CH:17][CH:16]=[CH:15][N:14]=1)=[O:12]. The yield is 0.670. (3) The reactants are [CH3:1][O:2][C:3]1[CH:4]=[C:5]2[C:10](=[CH:11][CH:12]=1)[N:9]=[CH:8][CH:7]=[C:6]2[N:13]1[CH2:18][CH2:17][N:16]([CH2:19][CH2:20][NH2:21])[CH2:15][CH2:14]1.[O-]S([O-])(=O)=O.[Na+].[Na+].[O:29]=[C:30]1[NH:35][C:34]2[N:36]=[C:37]([CH:40]=O)[CH:38]=[CH:39][C:33]=2[O:32][CH2:31]1.[BH4-].[Na+]. The catalyst is C(Cl)Cl.CCO.C(Cl)(Cl)Cl.CO. The product is [CH3:1][O:2][C:3]1[CH:4]=[C:5]2[C:10](=[CH:11][CH:12]=1)[N:9]=[CH:8][CH:7]=[C:6]2[N:13]1[CH2:14][CH2:15][N:16]([CH2:19][CH2:20][NH:21][CH2:40][C:37]2[CH:38]=[CH:39][C:33]3[O:32][CH2:31][C:30](=[O:29])[NH:35][C:34]=3[N:36]=2)[CH2:17][CH2:18]1. The yield is 0.500. (4) The reactants are C([O-])=O.[NH4+].[CH2:5]([O:12][C:13]1[C:18]([O:19][CH3:20])=[CH:17][C:16]([C:21](=[O:23])[CH3:22])=[C:15]([N+:24]([O-])=O)[CH:14]=1)[C:6]1[CH:11]=[CH:10][CH:9]=[CH:8][CH:7]=1.C1(C)C=CC=CC=1. The catalyst is [Fe].O. The product is [NH2:24][C:15]1[CH:14]=[C:13]([O:12][CH2:5][C:6]2[CH:11]=[CH:10][CH:9]=[CH:8][CH:7]=2)[C:18]([O:19][CH3:20])=[CH:17][C:16]=1[C:21](=[O:23])[CH3:22]. The yield is 0.900. (5) The reactants are C[O:2][C:3](=O)[CH2:4][CH2:5][C:6]1[C:7](=[O:20])[N:8]([CH2:11][CH2:12][C:13]2[CH:18]=[CH:17][CH:16]=[CH:15][C:14]=2[F:19])[CH2:9][CH:10]=1.CO.[NH2:24][O:25][K].C(O)(=O)C. The catalyst is CO.C(Cl)(Cl)Cl. The product is [F:19][C:14]1[CH:15]=[CH:16][CH:17]=[CH:18][C:13]=1[CH2:12][CH2:11][N:8]1[CH2:9][CH:10]=[C:6]([CH2:5][CH2:4][C:3]([NH:24][OH:25])=[O:2])[C:7]1=[O:20]. The yield is 0.650. (6) The reactants are C(=O)([O-])[O-].[K+].[K+].Br[C:8]1[CH:13]=[C:12]([CH2:14][N:15]2[C:23](=[O:24])[C:22]3[C:17](=[CH:18][CH:19]=[CH:20][CH:21]=3)[C:16]2=[O:25])[C:11]([F:26])=[CH:10][N:9]=1.[F:27][C:28]([F:45])([F:44])[C:29]1[N:34]=[CH:33][C:32](B(OC(C)C)OC(C)C)=[CH:31][N:30]=1. The catalyst is O1CCOCC1.O.C1C=CC(P(C2C=CC=CC=2)[C-]2C=CC=C2)=CC=1.C1C=CC(P(C2C=CC=CC=2)[C-]2C=CC=C2)=CC=1.Cl[Pd]Cl.[Fe+2]. The product is [F:26][C:11]1[C:12]([CH2:14][N:15]2[C:23](=[O:24])[C:22]3[C:17](=[CH:18][CH:19]=[CH:20][CH:21]=3)[C:16]2=[O:25])=[CH:13][C:8]([C:32]2[CH:31]=[N:30][C:29]([C:28]([F:45])([F:44])[F:27])=[N:34][CH:33]=2)=[N:9][CH:10]=1. The yield is 0.910. (7) The yield is 0.542. The reactants are [CH3:1][C:2]1([CH3:18])[C:14]2[CH:13]=[C:12](B(O)O)[CH:11]=[CH:10][C:9]=2[C:8]2[C:3]1=[CH:4][CH:5]=[CH:6][CH:7]=2.Cl[C:20]1[C:29]2[C:24](=[CH:25][CH:26]=[CH:27][CH:28]=2)[CH:23]=[CH:22][N:21]=1.C1(C)C=CC=CC=1.C(=O)([O-])[O-].[Na+].[Na+]. The product is [CH3:1][C:2]1([CH3:18])[C:14]2[CH:13]=[C:12]([C:20]3[C:29]4[C:24](=[CH:25][CH:26]=[CH:27][CH:28]=4)[CH:23]=[CH:22][N:21]=3)[CH:11]=[CH:10][C:9]=2[C:8]2[C:3]1=[CH:4][CH:5]=[CH:6][CH:7]=2. The catalyst is C1C=CC([P]([Pd]([P](C2C=CC=CC=2)(C2C=CC=CC=2)C2C=CC=CC=2)([P](C2C=CC=CC=2)(C2C=CC=CC=2)C2C=CC=CC=2)[P](C2C=CC=CC=2)(C2C=CC=CC=2)C2C=CC=CC=2)(C2C=CC=CC=2)C2C=CC=CC=2)=CC=1.C(O)C. (8) The reactants are [CH3:1][O:2][C:3]([C:5]1[S:6][C:7]([C:14]2[CH:19]=[CH:18][CH:17]=[CH:16][CH:15]=2)=[CH:8][C:9]=1[NH:10][CH:11]([CH3:13])[CH3:12])=[O:4].[C:20]([O:23][C@H:24]1[CH2:29][C@H:28]([CH3:30])[CH2:27][CH2:26][C@H:25]1[C:31](Cl)=[O:32])(=[O:22])[CH3:21].C1C=CC(P(C2C=CC=CC=2)C2C=CC=CC=2)=CC=1.C([O-])(O)=O.[Na+]. The catalyst is ClCCCl.C(OCC)(=O)C. The product is [CH3:1][O:2][C:3]([C:5]1[S:6][C:7]([C:14]2[CH:15]=[CH:16][CH:17]=[CH:18][CH:19]=2)=[CH:8][C:9]=1[N:10]([CH:11]([CH3:13])[CH3:12])[C:31]([C@@H:25]1[CH2:26][CH2:27][C@@H:28]([CH3:30])[CH2:29][C@@H:24]1[O:23][C:20](=[O:22])[CH3:21])=[O:32])=[O:4]. The yield is 0.450. (9) The reactants are [CH3:1][C:2]1[CH:6]=[C:5]([CH3:7])[N:4]([CH2:8][C:9]2[CH:10]=[C:11]([CH:28]=[CH:29][C:30]=2[O:31][CH2:32][CH:33]([CH3:35])[CH3:34])[CH2:12][O:13][C:14]2[CH:19]=[CH:18][C:17]([CH2:20][CH2:21][C:22]([O:24]CC)=[O:23])=[C:16]([F:27])[CH:15]=2)[N:3]=1.[OH-].[Na+].Cl. The catalyst is CO.O1CCCC1.C(OCC)(=O)C. The product is [CH3:1][C:2]1[CH:6]=[C:5]([CH3:7])[N:4]([CH2:8][C:9]2[CH:10]=[C:11]([CH:28]=[CH:29][C:30]=2[O:31][CH2:32][CH:33]([CH3:35])[CH3:34])[CH2:12][O:13][C:14]2[CH:19]=[CH:18][C:17]([CH2:20][CH2:21][C:22]([OH:24])=[O:23])=[C:16]([F:27])[CH:15]=2)[N:3]=1. The yield is 0.560.